This data is from NCI-60 drug combinations with 297,098 pairs across 59 cell lines. The task is: Regression. Given two drug SMILES strings and cell line genomic features, predict the synergy score measuring deviation from expected non-interaction effect. (1) Drug 1: CC1=C2C(C(=O)C3(C(CC4C(C3C(C(C2(C)C)(CC1OC(=O)C(C(C5=CC=CC=C5)NC(=O)OC(C)(C)C)O)O)OC(=O)C6=CC=CC=C6)(CO4)OC(=O)C)OC)C)OC. Drug 2: C1=NC2=C(N1)C(=S)N=CN2. Cell line: SK-MEL-2. Synergy scores: CSS=30.3, Synergy_ZIP=2.44, Synergy_Bliss=-1.63, Synergy_Loewe=-36.9, Synergy_HSA=-3.70. (2) Drug 1: CC1=CC=C(C=C1)C2=CC(=NN2C3=CC=C(C=C3)S(=O)(=O)N)C(F)(F)F. Drug 2: C1=CN(C(=O)N=C1N)C2C(C(C(O2)CO)O)O.Cl. Cell line: COLO 205. Synergy scores: CSS=42.6, Synergy_ZIP=0.219, Synergy_Bliss=-1.80, Synergy_Loewe=-25.4, Synergy_HSA=-1.71. (3) Drug 1: CC1=CC2C(CCC3(C2CCC3(C(=O)C)OC(=O)C)C)C4(C1=CC(=O)CC4)C. Drug 2: C1=CC(=CC=C1CCCC(=O)O)N(CCCl)CCCl. Cell line: SNB-75. Synergy scores: CSS=6.56, Synergy_ZIP=-5.67, Synergy_Bliss=0.643, Synergy_Loewe=-14.4, Synergy_HSA=-3.99. (4) Drug 1: COC1=C2C(=CC3=C1OC=C3)C=CC(=O)O2. Drug 2: COCCOC1=C(C=C2C(=C1)C(=NC=N2)NC3=CC=CC(=C3)C#C)OCCOC.Cl. Cell line: SR. Synergy scores: CSS=5.26, Synergy_ZIP=1.16, Synergy_Bliss=4.02, Synergy_Loewe=0.807, Synergy_HSA=0.544. (5) Drug 1: C1C(C(OC1N2C=NC3=C2NC=NCC3O)CO)O. Drug 2: CCC1(C2=C(COC1=O)C(=O)N3CC4=CC5=C(C=CC(=C5CN(C)C)O)N=C4C3=C2)O.Cl. Cell line: NCI-H322M. Synergy scores: CSS=2.17, Synergy_ZIP=-1.94, Synergy_Bliss=-3.14, Synergy_Loewe=-5.16, Synergy_HSA=-2.99. (6) Drug 1: CCCS(=O)(=O)NC1=C(C(=C(C=C1)F)C(=O)C2=CNC3=C2C=C(C=N3)C4=CC=C(C=C4)Cl)F. Drug 2: COC1=C(C=C2C(=C1)N=CN=C2NC3=CC(=C(C=C3)F)Cl)OCCCN4CCOCC4. Cell line: HT29. Synergy scores: CSS=68.1, Synergy_ZIP=14.3, Synergy_Bliss=15.0, Synergy_Loewe=17.9, Synergy_HSA=18.9. (7) Drug 1: C(=O)(N)NO. Drug 2: CCC1(CC2CC(C3=C(CCN(C2)C1)C4=CC=CC=C4N3)(C5=C(C=C6C(=C5)C78CCN9C7C(C=CC9)(C(C(C8N6C)(C(=O)OC)O)OC(=O)C)CC)OC)C(=O)OC)O.OS(=O)(=O)O. Cell line: UO-31. Synergy scores: CSS=6.99, Synergy_ZIP=-3.09, Synergy_Bliss=-1.62, Synergy_Loewe=3.39, Synergy_HSA=0.829. (8) Drug 1: C1=CN(C(=O)N=C1N)C2C(C(C(O2)CO)O)O.Cl. Drug 2: CC(C)NC(=O)C1=CC=C(C=C1)CNNC.Cl. Cell line: DU-145. Synergy scores: CSS=23.4, Synergy_ZIP=0.927, Synergy_Bliss=2.47, Synergy_Loewe=-27.8, Synergy_HSA=-0.435. (9) Drug 1: C1=C(C(=O)NC(=O)N1)N(CCCl)CCCl. Drug 2: C1CNP(=O)(OC1)N(CCCl)CCCl. Cell line: MCF7. Synergy scores: CSS=25.1, Synergy_ZIP=2.60, Synergy_Bliss=2.24, Synergy_Loewe=-15.3, Synergy_HSA=1.31.